Task: Regression. Given two drug SMILES strings and cell line genomic features, predict the synergy score measuring deviation from expected non-interaction effect.. Dataset: NCI-60 drug combinations with 297,098 pairs across 59 cell lines (1) Drug 1: C1=NC2=C(N=C(N=C2N1C3C(C(C(O3)CO)O)O)F)N. Drug 2: CC1CCCC2(C(O2)CC(NC(=O)CC(C(C(=O)C(C1O)C)(C)C)O)C(=CC3=CSC(=N3)C)C)C. Cell line: U251. Synergy scores: CSS=49.0, Synergy_ZIP=1.78, Synergy_Bliss=-0.435, Synergy_Loewe=-31.9, Synergy_HSA=-1.74. (2) Drug 1: CC1CCC2CC(C(=CC=CC=CC(CC(C(=O)C(C(C(=CC(C(=O)CC(OC(=O)C3CCCCN3C(=O)C(=O)C1(O2)O)C(C)CC4CCC(C(C4)OC)OCCO)C)C)O)OC)C)C)C)OC. Drug 2: CCN(CC)CCNC(=O)C1=C(NC(=C1C)C=C2C3=C(C=CC(=C3)F)NC2=O)C. Cell line: 786-0. Synergy scores: CSS=5.30, Synergy_ZIP=0.675, Synergy_Bliss=4.52, Synergy_Loewe=4.16, Synergy_HSA=3.34. (3) Drug 1: COC1=C(C=C2C(=C1)N=CN=C2NC3=CC(=C(C=C3)F)Cl)OCCCN4CCOCC4. Drug 2: C(CCl)NC(=O)N(CCCl)N=O. Cell line: MOLT-4. Synergy scores: CSS=27.6, Synergy_ZIP=-8.28, Synergy_Bliss=0.538, Synergy_Loewe=-3.33, Synergy_HSA=1.32. (4) Drug 1: CN1C2=C(C=C(C=C2)N(CCCl)CCCl)N=C1CCCC(=O)O.Cl. Drug 2: C(CC(=O)O)C(=O)CN.Cl. Cell line: HT29. Synergy scores: CSS=1.42, Synergy_ZIP=-1.97, Synergy_Bliss=-3.67, Synergy_Loewe=-4.91, Synergy_HSA=-4.17. (5) Drug 1: CC1C(C(CC(O1)OC2CC(CC3=C2C(=C4C(=C3O)C(=O)C5=C(C4=O)C(=CC=C5)OC)O)(C(=O)C)O)N)O.Cl. Drug 2: CNC(=O)C1=NC=CC(=C1)OC2=CC=C(C=C2)NC(=O)NC3=CC(=C(C=C3)Cl)C(F)(F)F. Cell line: NCI-H460. Synergy scores: CSS=65.7, Synergy_ZIP=2.20, Synergy_Bliss=2.02, Synergy_Loewe=-15.5, Synergy_HSA=2.79. (6) Drug 1: C1=C(C(=O)NC(=O)N1)N(CCCl)CCCl. Drug 2: CC1=C2C(C(=O)C3(C(CC4C(C3C(C(C2(C)C)(CC1OC(=O)C(C(C5=CC=CC=C5)NC(=O)OC(C)(C)C)O)O)OC(=O)C6=CC=CC=C6)(CO4)OC(=O)C)O)C)O. Cell line: SN12C. Synergy scores: CSS=48.8, Synergy_ZIP=-15.5, Synergy_Bliss=-9.21, Synergy_Loewe=-6.40, Synergy_HSA=-3.48. (7) Drug 1: CCC1=CC2CC(C3=C(CN(C2)C1)C4=CC=CC=C4N3)(C5=C(C=C6C(=C5)C78CCN9C7C(C=CC9)(C(C(C8N6C)(C(=O)OC)O)OC(=O)C)CC)OC)C(=O)OC.C(C(C(=O)O)O)(C(=O)O)O. Drug 2: CCC1(CC2CC(C3=C(CCN(C2)C1)C4=CC=CC=C4N3)(C5=C(C=C6C(=C5)C78CCN9C7C(C=CC9)(C(C(C8N6C)(C(=O)OC)O)OC(=O)C)CC)OC)C(=O)OC)O.OS(=O)(=O)O. Cell line: T-47D. Synergy scores: CSS=39.2, Synergy_ZIP=-6.58, Synergy_Bliss=-1.72, Synergy_Loewe=-8.53, Synergy_HSA=0.875. (8) Drug 1: CC=C1C(=O)NC(C(=O)OC2CC(=O)NC(C(=O)NC(CSSCCC=C2)C(=O)N1)C(C)C)C(C)C. Drug 2: C1=CC=C(C(=C1)C(C2=CC=C(C=C2)Cl)C(Cl)Cl)Cl. Cell line: MCF7. Synergy scores: CSS=6.95, Synergy_ZIP=-2.56, Synergy_Bliss=1.90, Synergy_Loewe=-15.3, Synergy_HSA=0.718.